From a dataset of CYP2D6 inhibition data for predicting drug metabolism from PubChem BioAssay. Regression/Classification. Given a drug SMILES string, predict its absorption, distribution, metabolism, or excretion properties. Task type varies by dataset: regression for continuous measurements (e.g., permeability, clearance, half-life) or binary classification for categorical outcomes (e.g., BBB penetration, CYP inhibition). Dataset: cyp2d6_veith. The compound is CCC(CC)C(=O)Nc1c2c(nn1-c1ccc(OC)cc1)CS(=O)(=O)C2. The result is 0 (non-inhibitor).